This data is from Forward reaction prediction with 1.9M reactions from USPTO patents (1976-2016). The task is: Predict the product of the given reaction. (1) Given the reactants [NH2:1][C:2]1[CH:3]=[N:4][CH:5]=[CH:6][C:7]=1[CH:8]1[CH2:13][CH2:12][CH2:11][CH:10]([N:14]2[C:22](=[O:23])[C:21]3[C:16](=[CH:17][CH:18]=[CH:19][CH:20]=3)[C:15]2=[O:24])[CH2:9]1.[NH2:25][C:26]1[C:27]([C:34](O)=[O:35])=[N:28][C:29]([Br:33])=[C:30]([F:32])[CH:31]=1, predict the reaction product. The product is: [NH2:25][C:26]1[C:27]([C:34]([NH:1][C:2]2[CH:3]=[N:4][CH:5]=[CH:6][C:7]=2[C@@H:8]2[CH2:13][CH2:12][CH2:11][C@H:10]([N:14]3[C:15](=[O:24])[C:16]4[C:21](=[CH:20][CH:19]=[CH:18][CH:17]=4)[C:22]3=[O:23])[CH2:9]2)=[O:35])=[N:28][C:29]([Br:33])=[C:30]([F:32])[CH:31]=1. (2) Given the reactants [CH3:1][O:2][C:3]1[CH:4]=[C:5]([CH:8]=[CH:9][C:10]=1[O:11][CH3:12])[CH:6]=O.[CH3:13][O:14][C:15]1[CH:16]=[C:17]([CH:20]=[CH:21][C:22]=1[O:23][CH3:24])[CH2:18][NH2:19].C([BH3-])#N.[Na+], predict the reaction product. The product is: [CH3:1][O:2][C:3]1[CH:4]=[C:5]([CH:8]=[CH:9][C:10]=1[O:11][CH3:12])[CH2:6][NH:19][CH2:18][C:17]1[CH:20]=[CH:21][C:22]([O:23][CH3:24])=[C:15]([O:14][CH3:13])[CH:16]=1. (3) Given the reactants [NH2:1][CH2:2][C:3]1[CH:4]=[C:5]([CH:9]2[N:12]([C:13]3[CH:18]=[CH:17][C:16]([F:19])=[CH:15][CH:14]=3)[C:11](=[O:20])[CH:10]2[CH2:21][CH2:22][CH:23]([C:25]2[CH:30]=[CH:29][C:28]([F:31])=[CH:27][CH:26]=2)[OH:24])[CH:6]=[CH:7][CH:8]=1.[OH:32][CH:33]([CH:58]([OH:65])[CH:59]([OH:64])[CH:60]([OH:63])[CH2:61][OH:62])[C:34](=[O:57])[CH2:35][O:36][CH2:37][CH2:38][O:39][CH2:40][CH2:41][NH:42][C:43]([CH2:45][O:46][CH2:47][CH2:48][O:49][CH2:50][CH2:51][O:52][CH2:53][C:54](O)=[O:55])=[O:44].C(N=C=NC(C)C)(C)C.OC1C2N=NNC=2C=CC=1, predict the reaction product. The product is: [F:19][C:16]1[CH:15]=[CH:14][C:13]([N:12]2[C:11](=[O:20])[CH:10]([CH2:21][CH2:22][CH:23]([C:25]3[CH:26]=[CH:27][C:28]([F:31])=[CH:29][CH:30]=3)[OH:24])[CH:9]2[C:5]2[CH:4]=[C:3]([CH:8]=[CH:7][CH:6]=2)[CH2:2][NH:1][C:54](=[O:55])[CH2:53][O:52][CH2:51][CH2:50][O:49][CH2:48][CH2:47][O:46][CH2:45][C:43](=[O:44])[NH:42][CH2:41][CH2:40][O:39][CH2:38][CH2:37][O:36][CH2:35][C:34](=[O:57])[CH:33]([OH:32])[CH:58]([OH:65])[CH:59]([OH:64])[CH:60]([OH:63])[CH2:61][OH:62])=[CH:18][CH:17]=1. (4) Given the reactants [Cl:1][C:2]1[N:10]=[CH:9][N:8]=[C:7]2[C:3]=1[N:4]=[CH:5][N:6]2[C@H:11]1[C@@H:15]2[O:16][C:17]([CH3:20])([CH3:19])[O:18][C@H:14]2[C@@H:13]([C:21]([NH:23][CH2:24][CH:25]([OH:27])[CH3:26])=[O:22])[O:12]1.C(O)(=O)C.[Cr](O[Cr]([O-])(=O)=O)([O-])(=O)=O.[NH+]1C=CC=CC=1.[NH+]1C=CC=CC=1.C(O)(C)C, predict the reaction product. The product is: [Cl:1][C:2]1[N:10]=[CH:9][N:8]=[C:7]2[C:3]=1[N:4]=[CH:5][N:6]2[C@H:11]1[C@@H:15]2[O:16][C:17]([CH3:20])([CH3:19])[O:18][C@H:14]2[C@@H:13]([C:21]([NH:23][CH2:24][C:25](=[O:27])[CH3:26])=[O:22])[O:12]1. (5) Given the reactants [F:1][C:2]1[CH:3]=[C:4]([C:14]([O:16]C)=[O:15])[C:5]2[CH:6]=[N:7][N:8]([CH:11]([CH3:13])[CH3:12])[C:9]=2[CH:10]=1.[OH-].[Na+], predict the reaction product. The product is: [F:1][C:2]1[CH:3]=[C:4]([C:14]([OH:16])=[O:15])[C:5]2[CH:6]=[N:7][N:8]([CH:11]([CH3:12])[CH3:13])[C:9]=2[CH:10]=1. (6) Given the reactants [NH2:1][CH2:2][CH2:3][CH2:4][CH2:5][N:6]1[C:18]2[C:17]3[CH:16]=[CH:15][C:14]([Br:19])=[CH:13][C:12]=3[N:11]=[C:10]([NH2:20])[C:9]=2[N:8]=[C:7]1[CH2:21][CH2:22][CH3:23].C(N(CC)CC)C.[CH3:31][S:32](Cl)(=[O:34])=[O:33], predict the reaction product. The product is: [NH2:20][C:10]1[C:9]2[N:8]=[C:7]([CH2:21][CH2:22][CH3:23])[N:6]([CH2:5][CH2:4][CH2:3][CH2:2][NH:1][S:32]([CH3:31])(=[O:34])=[O:33])[C:18]=2[C:17]2[CH:16]=[CH:15][C:14]([Br:19])=[CH:13][C:12]=2[N:11]=1. (7) Given the reactants [N:1]1[C:10]2[C:5](=[C:6]3[CH:18]=[CH:17][CH:16]=[CH:15][C:7]3=[C:8]3[CH:14]=[CH:13][CH:12]=[CH:11][C:9]3=2)[N:4]=[CH:3][CH:2]=1.[CH2:19]([Li])[CH:20]([CH3:22])[CH3:21], predict the reaction product. The product is: [CH2:19]([C:2]1[N:1]=[C:10]2[C:9]3[CH:11]=[CH:12][CH:13]=[CH:14][C:8]=3[C:7]3[C:6](=[CH:18][CH:17]=[CH:16][CH:15]=3)[C:5]2=[N:4][CH:3]=1)[CH:20]([CH3:22])[CH3:21]. (8) Given the reactants [Br:1][C:2]1[CH:3]=[CH:4][C:5]([F:11])=[C:6]([C:8](=O)[CH3:9])[CH:7]=1.[CH3:12][C:13]([S@:16]([NH2:18])=[O:17])([CH3:15])[CH3:14].C(C(C(C([O-])=O)O)O)([O-])=O.[Na+].[K+].S(=O)(=O)(O)O.C([O-])([O-])=O.[Na+].[Na+], predict the reaction product. The product is: [Br:1][C:2]1[CH:3]=[CH:4][C:5]([F:11])=[C:6](/[C:8](=[N:18]/[S@@:16]([C:13]([CH3:15])([CH3:14])[CH3:12])=[O:17])/[CH3:9])[CH:7]=1. (9) Given the reactants [NH2:1][C:2]1[C:3]([Cl:9])=[N:4][CH:5]=[CH:6][C:7]=1[CH3:8].[Cl:10][C:11]1[N:19]=[CH:18][CH:17]=[CH:16][C:12]=1[C:13](Cl)=[O:14], predict the reaction product. The product is: [Cl:10][C:11]1[C:12]([C:13]([NH:1][C:2]2[C:3]([Cl:9])=[N:4][CH:5]=[CH:6][C:7]=2[CH3:8])=[O:14])=[CH:16][CH:17]=[CH:18][N:19]=1. (10) The product is: [CH3:21][C@@H:22]1[CH2:26][CH2:25][CH2:24][N:23]1[CH2:2][CH2:3][CH2:4][O:5][C:6]1[CH:7]=[CH:8][C:9]2[C:18]3[C:13](=[CH:14][C:15](=[O:19])[NH:16][N:17]=3)[CH2:12][CH2:11][C:10]=2[CH:20]=1. Given the reactants Cl[CH2:2][CH2:3][CH2:4][O:5][C:6]1[CH:7]=[CH:8][C:9]2[C:18]3[C:13](=[CH:14][C:15](=[O:19])[NH:16][N:17]=3)[CH2:12][CH2:11][C:10]=2[CH:20]=1.[CH3:21][C@@H:22]1[CH2:26][CH2:25][CH2:24][NH2+:23]1.C1(S([O-])(=O)=O)C=CC=CC=1.C(=O)([O-])[O-].[K+].[K+].[I-].[K+], predict the reaction product.